This data is from Catalyst prediction with 721,799 reactions and 888 catalyst types from USPTO. The task is: Predict which catalyst facilitates the given reaction. (1) Reactant: C([O:8][C:9]1[C:30]([O:31][CH3:32])=[CH:29][C:12]2[N:13]=[N:14][C:15]3[C:20]([C:11]=2[CH:10]=1)=[CH:19][CH:18]=[C:17]1[CH:21]=[C:22]([O:27][CH3:28])[C:23]([O:25][CH3:26])=[CH:24][C:16]=31)C1C=CC=CC=1. Product: [OH:8][C:9]1[C:30]([O:31][CH3:32])=[CH:29][C:12]2[N:13]=[N:14][C:15]3[C:20]([C:11]=2[CH:10]=1)=[CH:19][CH:18]=[C:17]1[CH:21]=[C:22]([O:27][CH3:28])[C:23]([O:25][CH3:26])=[CH:24][C:16]=31. The catalyst class is: 78. (2) Reactant: [C:1]1([Mg]Br)[CH:6]=[CH:5][CH:4]=[CH:3][CH:2]=1.[C:9]1([C:15]2[CH:16]=[CH:17][C:18](=[O:21])[NH:19][N:20]=2)[CH:14]=[CH:13][CH:12]=[CH:11][CH:10]=1.[Cl-].[NH4+]. Product: [C:9]1([C:15]2[CH2:16][CH:17]([C:1]3[CH:6]=[CH:5][CH:4]=[CH:3][CH:2]=3)[C:18](=[O:21])[NH:19][N:20]=2)[CH:10]=[CH:11][CH:12]=[CH:13][CH:14]=1. The catalyst class is: 182.